From a dataset of Catalyst prediction with 721,799 reactions and 888 catalyst types from USPTO. Predict which catalyst facilitates the given reaction. (1) The catalyst class is: 2. Reactant: [CH:1]1([C:4]2[C:5]([N:26](CC3C=CC(OC)=CC=3)[S:27]([CH3:30])(=[O:29])=[O:28])=[CH:6][C:7]3[O:11][C:10]([C:12]4[CH:17]=[CH:16][C:15]([F:18])=[CH:14][CH:13]=4)=[C:9]([C:19]4[NH:20][CH:21]=[C:22]([CH3:24])[N:23]=4)[C:8]=3[CH:25]=2)[CH2:3][CH2:2]1.FC(F)(F)C(O)=O. Product: [CH:1]1([C:4]2[C:5]([NH:26][S:27]([CH3:30])(=[O:28])=[O:29])=[CH:6][C:7]3[O:11][C:10]([C:12]4[CH:17]=[CH:16][C:15]([F:18])=[CH:14][CH:13]=4)=[C:9]([C:19]4[NH:20][CH:21]=[C:22]([CH3:24])[N:23]=4)[C:8]=3[CH:25]=2)[CH2:2][CH2:3]1. (2) Reactant: [OH:1][C:2]1[C:10]2[NH:9][C:8]([CH2:11][O:12][C:13]3[CH:18]=[CH:17][C:16]([Cl:19])=[CH:15][CH:14]=3)=[N:7][C:6]=2[CH:5]=[CH:4][CH:3]=1.[H-].[Na+].[C:22]([O:26][C:27]([N:29]1[CH2:34][CH2:33][CH:32]([CH2:35][CH2:36][CH2:37]Br)[CH2:31][CH2:30]1)=[O:28])([CH3:25])([CH3:24])[CH3:23]. Product: [Cl:19][C:16]1[CH:17]=[CH:18][C:13]([O:12][CH2:11][C:8]2[N:7]([CH2:37][CH2:36][CH2:35][CH:32]3[CH2:33][CH2:34][N:29]([C:27]([O:26][C:22]([CH3:25])([CH3:24])[CH3:23])=[O:28])[CH2:30][CH2:31]3)[C:6]3[CH:5]=[CH:4][CH:3]=[C:2]([O:1][CH2:37][CH2:36][CH2:35][CH:32]4[CH2:33][CH2:34][N:29]([C:27]([O:26][C:22]([CH3:23])([CH3:25])[CH3:24])=[O:28])[CH2:30][CH2:31]4)[C:10]=3[N:9]=2)=[CH:14][CH:15]=1. The catalyst class is: 9.